From a dataset of Experimental lipophilicity measurements (octanol/water distribution) for 4,200 compounds from AstraZeneca. Regression/Classification. Given a drug SMILES string, predict its absorption, distribution, metabolism, or excretion properties. Task type varies by dataset: regression for continuous measurements (e.g., permeability, clearance, half-life) or binary classification for categorical outcomes (e.g., BBB penetration, CYP inhibition). For this dataset (lipophilicity_astrazeneca), we predict Y. (1) The drug is O=S(=O)(NCC(c1ccccc1)N1CCCCCC1)c1ccc(F)c(Cl)c1. The Y is 3.98 logD. (2) The molecule is CC(NC(=O)C1(N)CCN(c2ncnc3[nH]ccc23)CC1)c1cccnc1. The Y is 1.20 logD. (3) The drug is CCC(CC)NC(=O)c1cn(-c2ccccc2)nc1NS(=O)(=O)c1ccc(C)cc1. The Y is 2.51 logD. (4) The drug is Nc1scc2c(C(=O)NC3CC3)nn(-c3ccc(F)cc3)c(=O)c12. The Y is 2.80 logD. (5) The molecule is O=S(=O)(Nc1nccs1)c1ccc(O)cc1. The Y is 0.360 logD. (6) The compound is C#CCn1c(=O)c2c(-c3cncn3C)n(Cc3ccnc4ccc(Cl)cc34)nc2n(CC2CC2)c1=O. The Y is 3.16 logD. (7) The drug is COc1ccc(-c2nc(N)s[n+]2-c2ccccc2)cc1. The Y is 2.19 logD. (8) The Y is 2.55 logD. The compound is CC(C)n1c(=O)n(C)c(=O)c2c(C(=O)N3CCS(=O)(=O)C3)c(Cc3ccccc3C(F)(F)F)sc21. (9) The compound is CCC(C)(C)C[C@H](c1ccc(C(=O)O)c(Oc2cccc(Cl)c2)c1)N1CCC[C@H](n2cc(C)c(=O)[nH]c2=O)C1. The Y is 1.37 logD.